Dataset: Forward reaction prediction with 1.9M reactions from USPTO patents (1976-2016). Task: Predict the product of the given reaction. Given the reactants [CH2:1]([O:6][C:7]1[C@@H:12]([C@H:13]([CH2:15][OH:16])[OH:14])[O:11][C:9](=[O:10])[C:8]=1[OH:17])[CH:2]([CH2:4][OH:5])[OH:3].[C:18](Cl)(=[O:22])[CH2:19][CH2:20][CH3:21], predict the reaction product. The product is: [CH2:1]([O:6][C:7]1[C@@H:12]([C@H:13]([CH2:15][O:16][C:18](=[O:22])[CH2:19][CH2:20][CH3:21])[OH:14])[O:11][C:9](=[O:10])[C:8]=1[OH:17])[CH:2]([CH2:4][OH:5])[OH:3].